The task is: Predict the product of the given reaction.. This data is from Forward reaction prediction with 1.9M reactions from USPTO patents (1976-2016). (1) Given the reactants [C:1](Cl)(=[O:8])[C:2]1[CH:7]=[CH:6][CH:5]=[CH:4][CH:3]=1.[NH2:10][C:11]1[CH:12]=[C:13]2[C:17](=[CH:18][CH:19]=1)[N:16]([CH2:20][C:21]1[CH:26]=[CH:25][C:24]([Cl:27])=[C:23]([Cl:28])[CH:22]=1)[CH:15]=[C:14]2[CH:29]=[C:30]1[S:34][C:33](=[O:35])[NH:32][C:31]1=[O:36], predict the reaction product. The product is: [C:1]([NH:10][C:11]1[CH:12]=[C:13]2[C:17](=[CH:18][CH:19]=1)[N:16]([CH2:20][C:21]1[CH:26]=[CH:25][C:24]([Cl:27])=[C:23]([Cl:28])[CH:22]=1)[CH:15]=[C:14]2[CH:29]=[C:30]1[S:34][C:33](=[O:35])[NH:32][C:31]1=[O:36])(=[O:8])[C:2]1[CH:7]=[CH:6][CH:5]=[CH:4][CH:3]=1. (2) The product is: [CH2:1]([C:3]1[C:4](=[O:15])[N:5]([C:9]2[CH:10]=[CH:11][CH:12]=[CH:13][CH:14]=2)[N:6]([CH3:17])[C:7]=1[CH3:8])[CH3:2]. Given the reactants [CH2:1]([C:3]1[C:4](=[O:15])[N:5]([C:9]2[CH:14]=[CH:13][CH:12]=[CH:11][CH:10]=2)[NH:6][C:7]=1[CH3:8])[CH3:2].I[CH3:17], predict the reaction product. (3) Given the reactants [F:1][C:2]1[CH:26]=[C:25]([F:27])[CH:24]=[CH:23][C:3]=1[CH2:4][O:5][C:6]1[CH:11]=[C:10]([CH3:12])[N:9]([C:13]2[CH:18]=[CH:17][C:16]([CH:19]=[CH2:20])=[CH:15][C:14]=2[CH3:21])[C:8](=[O:22])[CH:7]=1.[Br:28]NC(=O)CCC(N)=O, predict the reaction product. The product is: [Br:28][C:7]1[C:8](=[O:22])[N:9]([C:13]2[CH:18]=[CH:17][C:16]([CH:19]=[CH2:20])=[CH:15][C:14]=2[CH3:21])[C:10]([CH3:12])=[CH:11][C:6]=1[O:5][CH2:4][C:3]1[CH:23]=[CH:24][C:25]([F:27])=[CH:26][C:2]=1[F:1]. (4) The product is: [Br:1][C:2]1[CH:3]=[CH:4][C:5]([C:9]([OH:11])=[O:10])=[N:6][C:7]=1[S:15][CH2:14][CH:13]([CH3:16])[CH3:12]. Given the reactants [Br:1][C:2]1[CH:3]=[CH:4][C:5]([C:9]([OH:11])=[O:10])=[N:6][C:7]=1Cl.[CH3:12][CH:13]([CH3:16])[CH2:14][SH:15].C(=O)([O-])[O-].[Cs+].[Cs+], predict the reaction product. (5) Given the reactants [CH2:1]([NH:3][CH2:4][C:5]1[S:9][C:8](B(O)O)=[CH:7][CH:6]=1)[CH3:2].Br[C:14]1[CH:15]=[C:16]2[C:20](=[C:21]([C:23]([NH2:25])=[O:24])[CH:22]=1)[NH:19][CH:18]=[C:17]2[CH:26]1[CH2:31][CH2:30][N:29]([S:32]([CH2:35][CH3:36])(=[O:34])=[O:33])[CH2:28][CH2:27]1.C(=O)([O-])[O-].[K+].[K+].O1CCOCC1, predict the reaction product. The product is: [CH2:1]([NH:3][CH2:4][C:5]1[S:9][C:8]([C:14]2[CH:15]=[C:16]3[C:20](=[C:21]([C:23]([NH2:25])=[O:24])[CH:22]=2)[NH:19][CH:18]=[C:17]3[CH:26]2[CH2:27][CH2:28][N:29]([S:32]([CH2:35][CH3:36])(=[O:33])=[O:34])[CH2:30][CH2:31]2)=[CH:7][CH:6]=1)[CH3:2].